Predict the product of the given reaction. From a dataset of Forward reaction prediction with 1.9M reactions from USPTO patents (1976-2016). (1) The product is: [C:25]([O:1][C@H:2]([C:19]1[CH:20]=[CH:21][CH:22]=[CH:23][CH:24]=1)[CH2:3][NH:4][C:5]([C@@H:7]([CH2:16][CH:17]=[CH2:18])[CH2:8][C:9]([O:11][C:12]([CH3:15])([CH3:14])[CH3:13])=[O:10])=[O:6])(=[O:31])[CH2:26][CH2:27][CH2:28][CH:29]=[CH2:30]. Given the reactants [OH:1][C@H:2]([C:19]1[CH:24]=[CH:23][CH:22]=[CH:21][CH:20]=1)[CH2:3][NH:4][C:5]([C@@H:7]([CH2:16][CH:17]=[CH2:18])[CH2:8][C:9]([O:11][C:12]([CH3:15])([CH3:14])[CH3:13])=[O:10])=[O:6].[C:25](O)(=[O:31])[CH2:26][CH2:27][CH2:28][CH:29]=[CH2:30], predict the reaction product. (2) Given the reactants [CH3:1][N:2]([C:12]1[CH:17]=[CH:16][CH:15]=[CH:14][CH:13]=1)[C:3]([CH:5]1[CH2:10][CH2:9][C:8](=O)[CH2:7][CH2:6]1)=[O:4].Cl.[C:19]([C:21]1[CH:26]=[CH:25][C:24]([NH:27]N)=[CH:23][CH:22]=1)#[N:20].CC([O-])=O.[Na+], predict the reaction product. The product is: [CH3:1][N:2]([C:12]1[CH:17]=[CH:16][CH:15]=[CH:14][CH:13]=1)[C:3]([CH:5]1[CH2:10][C:9]2[C:25]3[C:24](=[CH:23][CH:22]=[C:21]([C:19]#[N:20])[CH:26]=3)[NH:27][C:8]=2[CH2:7][CH2:6]1)=[O:4]. (3) Given the reactants [CH:1]1([C:4]2[CH:10]=[CH:9][CH:8]=[CH:7][C:5]=2[NH2:6])[CH2:3][CH2:2]1.[C:11]([N:19]=[C:20]=[S:21])(=[O:18])[C:12]1[CH:17]=[CH:16][CH:15]=[CH:14][CH:13]=1, predict the reaction product. The product is: [CH:1]1([C:4]2[CH:10]=[CH:9][CH:8]=[CH:7][C:5]=2[NH:6][C:20]([NH:19][C:11](=[O:18])[C:12]2[CH:13]=[CH:14][CH:15]=[CH:16][CH:17]=2)=[S:21])[CH2:3][CH2:2]1. (4) Given the reactants [O:1]1[C:5]([C:6]([OH:8])=O)=[CH:4][N:3]=[CH:2]1.[NH:9]1[CH2:13][CH2:12][C:11]2([N:18]3[CH:19]=[N:20][CH:21]=[C:17]3[CH2:16][CH2:15][CH2:14]2)[CH2:10]1.C(N(CC)CC)C.C(=O)([O-])O.[Na+], predict the reaction product. The product is: [O:1]1[C:5]([C:6]([N:9]2[CH2:13][CH2:12][C:11]3([N:18]4[CH:19]=[N:20][CH:21]=[C:17]4[CH2:16][CH2:15][CH2:14]3)[CH2:10]2)=[O:8])=[CH:4][N:3]=[CH:2]1. (5) Given the reactants [S:1](=[O:26])(=[O:25])([O:3][CH2:4][C@@H:5]1[C@@H:12]2[C@@H:8]([O:9][C:10]([CH3:14])([CH3:13])[O:11]2)[C@H:7]([N:15]2[CH:23]=[N:22][C:21]3[C:16]2=[N:17][CH:18]=[N:19][C:20]=3Cl)[O:6]1)[NH2:2].[Na+].[I-:28].FC(F)(F)C(O)=O, predict the reaction product. The product is: [S:1](=[O:26])(=[O:25])([O:3][CH2:4][C@@H:5]1[C@@H:12]2[C@@H:8]([O:9][C:10]([CH3:14])([CH3:13])[O:11]2)[C@H:7]([N:15]2[CH:23]=[N:22][C:21]3[C:16]2=[N:17][CH:18]=[N:19][C:20]=3[I:28])[O:6]1)[NH2:2]. (6) The product is: [F:22][CH:23]([F:63])[C:24]1[CH:29]=[CH:28][N:27]=[C:26]([NH:30][C:31]2[N:36]=[C:35]([C:37]3[CH:38]=[N:39][C:40]([C@@:43]([C@H:46]4[CH2:47][CH2:48][C@H:2]([C:3]([O:5][C@H:10]5[CH2:9][CH2:72][C@H:71]([N:68]([CH3:66])[CH3:69])[CH2:17][CH2:16]5)=[O:4])[CH2:50][CH2:51]4)([OH:45])[CH3:44])=[CH:41][CH:42]=3)[CH:34]=[C:33]([CH3:62])[CH:32]=2)[CH:25]=1. Given the reactants F[C:2](F)(F)[C:3]([OH:5])=[O:4].F[C:9](F)(F)[C:10](O)=O.F[C:16](F)(F)[C:17](O)=O.[F:22][CH:23]([F:63])[C:24]1[CH:29]=[CH:28][N:27]=[C:26]([NH:30][C:31]2[N:36]=[C:35]([C:37]3[CH:38]=[N:39][C:40]([C@@:43]([C@H:46]4[CH2:51][CH2:50][C@H](C(O[C@H]5CC[C@H](N)CC5)=O)[CH2:48][CH2:47]4)([OH:45])[CH3:44])=[CH:41][CH:42]=3)[CH:34]=[C:33]([CH3:62])[CH:32]=2)[CH:25]=1.C=O.[CH2:66]([N:68]([CH2:71][CH3:72])[CH2:69]C)C.C([BH3-])#N.[Na+], predict the reaction product. (7) Given the reactants S(C)C.[CH3:4][Li].[CH2:6]([N:13]([CH2:19][C:20]1[CH:25]=[CH:24][CH:23]=[CH:22][CH:21]=1)[C@@H:14]([CH2:17][CH3:18])[CH:15]=[O:16])[C:7]1[CH:12]=[CH:11][CH:10]=[CH:9][CH:8]=1, predict the reaction product. The product is: [CH2:19]([N:13]([CH2:6][C:7]1[CH:8]=[CH:9][CH:10]=[CH:11][CH:12]=1)[C@@H:14]([CH2:17][CH3:18])[C@H:15]([OH:16])[CH3:4])[C:20]1[CH:21]=[CH:22][CH:23]=[CH:24][CH:25]=1. (8) Given the reactants [CH2:1]([N:3]1[CH2:8][C:7]([CH3:10])([CH3:9])[O:6][C:5](=[O:11])[CH:4]1[CH2:12][C:13]([OH:15])=O)[CH3:2].C(N(C(C)C)CC)(C)C.CN(C(ON1N=NC2C=CC=NC1=2)=[N+](C)C)C.F[P-](F)(F)(F)(F)F.[F:49][C:50]([F:60])([F:59])[C:51]1[CH:52]=[C:53]([CH:56]=[CH:57][CH:58]=1)[CH2:54][NH2:55], predict the reaction product. The product is: [CH2:1]([N:3]1[CH2:8][C:7]([CH3:9])([CH3:10])[O:6][C:5](=[O:11])[CH:4]1[CH2:12][C:13]([NH:55][CH2:54][C:53]1[CH:56]=[CH:57][CH:58]=[C:51]([C:50]([F:49])([F:59])[F:60])[CH:52]=1)=[O:15])[CH3:2].